Predict which catalyst facilitates the given reaction. From a dataset of Catalyst prediction with 721,799 reactions and 888 catalyst types from USPTO. (1) Reactant: [CH2:1]([N:8]1[C:16]2[C:11](=[CH:12][CH:13]=[CH:14][CH:15]=2)[C:10]([CH2:17][CH2:18][CH2:19][CH2:20][CH3:21])=[C:9]1[C:22]1[CH:31]=[CH:30][C:29]2[C:24](=[CH:25][CH:26]=[C:27]([O:32]C)[CH:28]=2)[CH:23]=1)[C:2]1[CH:7]=[CH:6][CH:5]=[CH:4][CH:3]=1.B(Br)(Br)Br. Product: [CH2:1]([N:8]1[C:16]2[C:11](=[CH:12][CH:13]=[CH:14][CH:15]=2)[C:10]([CH2:17][CH2:18][CH2:19][CH2:20][CH3:21])=[C:9]1[C:22]1[CH:23]=[C:24]2[C:29](=[CH:30][CH:31]=1)[CH:28]=[C:27]([OH:32])[CH:26]=[CH:25]2)[C:2]1[CH:3]=[CH:4][CH:5]=[CH:6][CH:7]=1. The catalyst class is: 366. (2) Reactant: [CH2:1]([O:3][C:4]([C:6]1([C:9]2[CH:14]=[CH:13][C:12]([C:15]3[CH:20]=[CH:19][C:18]([C:21]4[S:22][C:23]([Cl:29])=[CH:24][C:25]=4C(=O)N)=[CH:17][CH:16]=3)=[CH:11][CH:10]=2)[CH2:8][CH2:7]1)=[O:5])[CH3:2].[Cl:30][C:31]1[CH:36]=[CH:35][C:34]([C@H:37]([OH:39])[CH3:38])=[CH:33][CH:32]=1.[N:40]1[CH:45]=CC=CC=1.FC(F)(F)C(OI(C1C=CC=CC=1)OC(=O)C(F)(F)F)=[O:49]. Product: [CH2:1]([O:3][C:4]([C:6]1([C:9]2[CH:10]=[CH:11][C:12]([C:15]3[CH:16]=[CH:17][C:18]([C:21]4[S:22][C:23]([Cl:29])=[CH:24][C:25]=4[NH:40][C:45]([O:39][C@@H:37]([C:34]4[CH:35]=[CH:36][C:31]([Cl:30])=[CH:32][CH:33]=4)[CH3:38])=[O:49])=[CH:19][CH:20]=3)=[CH:13][CH:14]=2)[CH2:8][CH2:7]1)=[O:5])[CH3:2]. The catalyst class is: 11. (3) Reactant: Cl.CN(C)CCCN=C=NCC.[CH3:13][O:14][C:15]1[CH:16]=[C:17]2[C:22](=[CH:23][C:24]=1[O:25][CH3:26])[N:21]=[CH:20][N:19]=[C:18]2[O:27][C:28]1[CH:29]=[N:30][N:31]([CH2:33][C:34](O)=[O:35])[CH:32]=1.[NH2:37][C:38]1[CH:43]=[CH:42][C:41]([N:44]([CH2:46][CH2:47][OH:48])[CH3:45])=[CH:40][N:39]=1.OC1C=CC=C[N+]=1[O-]. Product: [OH:48][CH2:47][CH2:46][N:44]([C:41]1[CH:42]=[CH:43][C:38]([NH:37][C:34](=[O:35])[CH2:33][N:31]2[CH:32]=[C:28]([O:27][C:18]3[C:17]4[C:22](=[CH:23][C:24]([O:25][CH3:26])=[C:15]([O:14][CH3:13])[CH:16]=4)[N:21]=[CH:20][N:19]=3)[CH:29]=[N:30]2)=[N:39][CH:40]=1)[CH3:45]. The catalyst class is: 136. (4) Reactant: [CH3:1][O:2][C:3](=[O:30])[CH2:4][CH2:5][C:6]([C:8]1[C:13](OS(C(F)(F)F)(=O)=O)=[CH:12][C:11]([O:22][CH:23]2[CH2:28][CH2:27][CH2:26][CH2:25][O:24]2)=[CH:10][C:9]=1[CH3:29])=[O:7].[B:31]1([B:31]2[O:35][C:34]([CH3:37])([CH3:36])[C:33]([CH3:39])([CH3:38])[O:32]2)[O:35][C:34]([CH3:37])([CH3:36])[C:33]([CH3:39])([CH3:38])[O:32]1.CC([O-])=O.[K+]. Product: [CH3:1][O:2][C:3](=[O:30])[CH2:4][CH2:5][C:6]([C:8]1[C:13]([B:31]2[O:35][C:34]([CH3:37])([CH3:36])[C:33]([CH3:39])([CH3:38])[O:32]2)=[CH:12][C:11]([O:22][CH:23]2[CH2:28][CH2:27][CH2:26][CH2:25][O:24]2)=[CH:10][C:9]=1[CH3:29])=[O:7]. The catalyst class is: 75. (5) Reactant: P(Br)(Br)[Br:2].O[CH2:6][C:7]1[CH:26]=[C:25]([N+:27]([O-:29])=[O:28])[CH:24]=[CH:23][C:8]=1[O:9][C:10]1[CH:11]=[C:12]([CH2:18][C:19]([O:21][CH3:22])=[O:20])[CH:13]=[CH:14][C:15]=1[O:16][CH3:17].COCCOC. Product: [Br:2][CH2:6][C:7]1[CH:26]=[C:25]([N+:27]([O-:29])=[O:28])[CH:24]=[CH:23][C:8]=1[O:9][C:10]1[CH:11]=[C:12]([CH2:18][C:19]([O:21][CH3:22])=[O:20])[CH:13]=[CH:14][C:15]=1[O:16][CH3:17]. The catalyst class is: 6. (6) Reactant: [CH3:1][C:2]1[CH:3]=[C:4]([NH:13][C:14]2[N:19]=[C:18]([C:20]([F:23])([F:22])[F:21])[CH:17]=[CH:16][N:15]=2)[CH:5]=[C:6]([C:8]2[S:12][CH:11]=[N:10][CH:9]=2)[CH:7]=1.[Li+].CC([N-]C(C)C)C.[O:32]=[C:33]1[CH2:38][CH2:37][N:36]([C:39]([O:41][C:42]([CH3:45])([CH3:44])[CH3:43])=[O:40])[CH2:35][CH2:34]1.[Cl-]. Product: [C:42]([O:41][C:39]([N:36]1[CH2:37][CH2:38][C:33]([OH:32])([C:11]2[S:12][C:8]([C:6]3[CH:5]=[C:4]([NH:13][C:14]4[N:19]=[C:18]([C:20]([F:21])([F:23])[F:22])[CH:17]=[CH:16][N:15]=4)[CH:3]=[C:2]([CH3:1])[CH:7]=3)=[CH:9][N:10]=2)[CH2:34][CH2:35]1)=[O:40])([CH3:45])([CH3:43])[CH3:44]. The catalyst class is: 1. (7) Reactant: [O:1]1CCC[CH2:2]1.Br[C:7]1[CH:21]=[CH:20][C:10]([CH2:11][O:12][C:13]2[CH:18]=[C:17]([CH3:19])[CH:16]=[CH:15][N:14]=2)=[CH:9][CH:8]=1.C([Li])CCC. Product: [CH3:19][C:17]1[CH:16]=[CH:15][N:14]=[C:13]([O:12][CH2:11][C:10]2[CH:20]=[CH:21][C:7]([CH:2]=[O:1])=[CH:8][CH:9]=2)[CH:18]=1. The catalyst class is: 6. (8) Reactant: [CH3:1][N:2]1[CH2:7][CH2:6][N:5]([CH2:8][C:9]2[CH:14]=[CH:13][C:12]([N+:15]([O-])=O)=[CH:11][C:10]=2[C:18]([F:21])([F:20])[F:19])[CH2:4][CH2:3]1.[Na]. Product: [CH3:1][N:2]1[CH2:7][CH2:6][N:5]([CH2:8][C:9]2[CH:14]=[CH:13][C:12]([NH2:15])=[CH:11][C:10]=2[C:18]([F:21])([F:19])[F:20])[CH2:4][CH2:3]1. The catalyst class is: 95. (9) Reactant: [CH3:1][C:2]1([N:14]2[CH2:19][CH2:18][C:17](=O)[CH2:16][CH2:15]2)[CH2:6][CH2:5][N:4]([C:7]([O:9][C:10]([CH3:13])([CH3:12])[CH3:11])=[O:8])[CH2:3]1.[C:21]1([NH2:28])[C:22]([NH2:27])=[CH:23][CH:24]=[CH:25][CH:26]=1.[Na].C(O)(=O)C. Product: [NH2:27][C:22]1[CH:23]=[CH:24][CH:25]=[CH:26][C:21]=1[NH:28][CH:17]1[CH2:18][CH2:19][N:14]([C:2]2([CH3:1])[CH2:6][CH2:5][N:4]([C:7]([O:9][C:10]([CH3:13])([CH3:12])[CH3:11])=[O:8])[CH2:3]2)[CH2:15][CH2:16]1. The catalyst class is: 4. (10) Reactant: [CH3:1][C:2]1[N:6]([CH2:7][C:8]2[CH:13]=[N+:12]([O-])[C:11]([NH:15][CH2:16][CH2:17][N:18]3[CH2:22][CH2:21][CH2:20][CH2:19]3)=[CH:10][CH:9]=2)[N:5]=[C:4]([C:23]2[O:27][N:26]=[C:25]([C:28]3[CH:33]=[CH:32][C:31]([S:34]([C:37]([F:40])([F:39])[F:38])(=[O:36])=[O:35])=[CH:30][CH:29]=3)[N:24]=2)[CH:3]=1.P(Cl)(Cl)Cl.O.C(=O)(O)[O-].[Na+]. Product: [CH3:1][C:2]1[N:6]([CH2:7][C:8]2[CH:9]=[CH:10][C:11]([NH:15][CH2:16][CH2:17][N:18]3[CH2:19][CH2:20][CH2:21][CH2:22]3)=[N:12][CH:13]=2)[N:5]=[C:4]([C:23]2[O:27][N:26]=[C:25]([C:28]3[CH:33]=[CH:32][C:31]([S:34]([C:37]([F:40])([F:38])[F:39])(=[O:35])=[O:36])=[CH:30][CH:29]=3)[N:24]=2)[CH:3]=1. The catalyst class is: 4.